From a dataset of Forward reaction prediction with 1.9M reactions from USPTO patents (1976-2016). Predict the product of the given reaction. (1) The product is: [CH2:29]([O:28][C:26]([C:2]1[C:3]2[CH:10]=[CH:9][N:8]([S:11]([C:14]3[CH:19]=[CH:18][C:17]([CH3:20])=[CH:16][CH:15]=3)(=[O:13])=[O:12])[C:4]=2[N:5]=[CH:6][N:7]=1)=[CH2:27])[CH3:30]. Given the reactants I[C:2]1[C:3]2[CH:10]=[CH:9][N:8]([S:11]([C:14]3[CH:19]=[CH:18][C:17]([CH3:20])=[CH:16][CH:15]=3)(=[O:13])=[O:12])[C:4]=2[N:5]=[CH:6][N:7]=1.C([Sn](CCCC)(CCCC)[C:26]([O:28][CH2:29][CH3:30])=[CH2:27])CCC, predict the reaction product. (2) Given the reactants [NH2:1][C:2]1[C:7]2[C:8]([C:11]3[CH:16]=[CH:15][C:14]([NH:17][C:18]([C:20]4[N:21]([CH3:29])[C:22]5[C:27]([CH:28]=4)=[CH:26][CH:25]=[CH:24][CH:23]=5)=[O:19])=[C:13]([O:30][CH3:31])[CH:12]=3)=[CH:9][S:10][C:6]=2[C:5](/[CH:32]=[CH:33]/[CH:34]=O)=[CH:4][N:3]=1.[CH:36]([C:38]1[N:39]=[CH:40][NH:41][CH:42]=1)=O.[BH4-].[Na+].[OH-].[Na+], predict the reaction product. The product is: [NH2:1][C:2]1[C:7]2[C:8]([C:11]3[CH:16]=[CH:15][C:14]([NH:17][C:18]([C:20]4[N:21]([CH3:29])[C:22]5[C:27]([CH:28]=4)=[CH:26][CH:25]=[CH:24][CH:23]=5)=[O:19])=[C:13]([O:30][CH3:31])[CH:12]=3)=[CH:9][S:10][C:6]=2[C:5](/[CH:32]=[CH:33]/[CH2:34][NH:1][CH2:2][C:7]2[C:42]3[N:41]=[CH:40][NH:39][C:38]=3[CH:36]=[CH:5][CH:6]=2)=[CH:4][N:3]=1. (3) Given the reactants [NH2:1][C@@H:2]1[CH2:11][C@@H:10]2[C@:5]([CH3:14])([CH2:6][CH2:7][CH2:8][C:9]2([CH3:13])[CH3:12])[C@@H:4]([C:15]([C:17]2[CH:18]=[C:19]([OH:24])[CH:20]=[C:21]([CH3:23])[CH:22]=2)=[O:16])[C@@H:3]1[CH3:25].[C:26]([O:30][C:31]([NH:33][C:34](N1C=CC=N1)=[N:35][C:36]([O:38][C:39]([CH3:42])([CH3:41])[CH3:40])=[O:37])=[O:32])([CH3:29])([CH3:28])[CH3:27].C(N(CC)C(C)C)(C)C, predict the reaction product. The product is: [OH:24][C:19]1[CH:18]=[C:17]([C:15]([C@@H:4]2[C@:5]3([CH3:14])[C@H:10]([C:9]([CH3:12])([CH3:13])[CH2:8][CH2:7][CH2:6]3)[CH2:11][C@@H:2]([NH:1]/[C:34](=[N:33]/[C:31]([O:30][C:26]([CH3:29])([CH3:28])[CH3:27])=[O:32])/[NH:35][C:36](=[O:37])[O:38][C:39]([CH3:42])([CH3:41])[CH3:40])[C@H:3]2[CH3:25])=[O:16])[CH:22]=[C:21]([CH3:23])[CH:20]=1. (4) Given the reactants [Cl-].[Cl:2][C:3]1[CH:4]=[C:5]([C:9]2[C:18]3[C:13](=[CH:14][CH:15]=[C:16]([C:19]([C:27]4[CH:32]=[CH:31][C:30]([Cl:33])=[CH:29][N:28]=4)(O)[C:20]4[N:21]([CH3:25])[CH:22]=[N:23][CH:24]=4)[CH:17]=3)[N:12]([CH3:34])[C:11](=[O:35])[CH:10]=2)[CH:6]=[CH:7][CH:8]=1.C(=O)([O-])[O-].[K+].[K+].[CH:42]1([NH2:45])[CH2:44][CH2:43]1, predict the reaction product. The product is: [Cl:2][C:3]1[CH:4]=[C:5]([C:9]2[C:18]3[C:13](=[CH:14][CH:15]=[C:16]([C:19]([C:27]4[CH:32]=[CH:31][C:30]([Cl:33])=[CH:29][N:28]=4)([NH:45][CH:42]4[CH2:44][CH2:43]4)[C:20]4[N:21]([CH3:25])[CH:22]=[N:23][CH:24]=4)[CH:17]=3)[N:12]([CH3:34])[C:11](=[O:35])[CH:10]=2)[CH:6]=[CH:7][CH:8]=1. (5) Given the reactants [OH:1][CH2:2][CH2:3][C:4]([O:6][CH3:7])=[O:5].[O:8]1[CH:13]=[CH:12][CH2:11][CH2:10][CH2:9]1, predict the reaction product. The product is: [O:8]1[CH2:13][CH2:12][CH2:11][CH2:10][CH:9]1[O:1][CH2:2][CH2:3][C:4]([O:6][CH3:7])=[O:5]. (6) Given the reactants [H][H].CC(O)=O.[OH:7][C:8]1[CH:16]=[CH:15][C:14]2[N:13]3[CH2:17][CH2:18][CH:19]([CH2:20][C:21]([O:23][C:24]([CH3:27])([CH3:26])[CH3:25])=[O:22])[CH:12]3[CH2:11][C:10]=2[CH:9]=1, predict the reaction product. The product is: [OH:7][C:8]1[CH:16]=[CH:15][C:14]2[N:13]3[CH2:17][CH2:18][CH:19]([CH2:20][C:21]([O:23][C:24]([CH3:27])([CH3:26])[CH3:25])=[O:22])[C:12]3=[CH:11][C:10]=2[CH:9]=1. (7) Given the reactants [Br:1][C:2]1[CH:7]=[CH:6][C:5]([C:8]2[CH:16]=[CH:15][CH:14]=[C:13]3[C:9]=2[CH2:10][C:11](=[O:17])[NH:12]3)=[CH:4][CH:3]=1.[CH2:18]([N:20]([CH2:34][CH3:35])[CH2:21][CH2:22][NH:23][C:24]([C:26]1[NH:27][C:28]([CH:32]=O)=[C:29]([CH3:31])[CH:30]=1)=[O:25])[CH3:19], predict the reaction product. The product is: [CH2:34]([N:20]([CH2:18][CH3:19])[CH2:21][CH2:22][NH:23][C:24]([C:26]1[NH:27][C:28]([CH:32]=[C:10]2[C:9]3[C:13](=[CH:14][CH:15]=[CH:16][C:8]=3[C:5]3[CH:4]=[CH:3][C:2]([Br:1])=[CH:7][CH:6]=3)[NH:12][C:11]2=[O:17])=[C:29]([CH3:31])[CH:30]=1)=[O:25])[CH3:35].